This data is from NCI-60 drug combinations with 297,098 pairs across 59 cell lines. The task is: Regression. Given two drug SMILES strings and cell line genomic features, predict the synergy score measuring deviation from expected non-interaction effect. (1) Drug 1: CN1CCC(CC1)COC2=C(C=C3C(=C2)N=CN=C3NC4=C(C=C(C=C4)Br)F)OC. Drug 2: CC1C(C(CC(O1)OC2CC(CC3=C2C(=C4C(=C3O)C(=O)C5=CC=CC=C5C4=O)O)(C(=O)C)O)N)O. Cell line: DU-145. Synergy scores: CSS=43.6, Synergy_ZIP=-1.46, Synergy_Bliss=3.33, Synergy_Loewe=-8.54, Synergy_HSA=4.24. (2) Drug 1: CC1CCC2CC(C(=CC=CC=CC(CC(C(=O)C(C(C(=CC(C(=O)CC(OC(=O)C3CCCCN3C(=O)C(=O)C1(O2)O)C(C)CC4CCC(C(C4)OC)OCCO)C)C)O)OC)C)C)C)OC. Drug 2: C1CCC(C(C1)N)N.C(=O)(C(=O)[O-])[O-].[Pt+4]. Cell line: SF-295. Synergy scores: CSS=42.8, Synergy_ZIP=-9.56, Synergy_Bliss=-2.29, Synergy_Loewe=-2.09, Synergy_HSA=1.56. (3) Drug 1: CC1=C(C(=CC=C1)Cl)NC(=O)C2=CN=C(S2)NC3=CC(=NC(=N3)C)N4CCN(CC4)CCO. Drug 2: B(C(CC(C)C)NC(=O)C(CC1=CC=CC=C1)NC(=O)C2=NC=CN=C2)(O)O. Cell line: HL-60(TB). Synergy scores: CSS=38.7, Synergy_ZIP=0.737, Synergy_Bliss=1.11, Synergy_Loewe=-2.63, Synergy_HSA=-0.0999. (4) Drug 1: CN(C)N=NC1=C(NC=N1)C(=O)N. Drug 2: CC1=CC=C(C=C1)C2=CC(=NN2C3=CC=C(C=C3)S(=O)(=O)N)C(F)(F)F. Cell line: HCT-15. Synergy scores: CSS=10.5, Synergy_ZIP=-2.21, Synergy_Bliss=0.0426, Synergy_Loewe=-1.91, Synergy_HSA=-1.05. (5) Drug 1: CC=C1C(=O)NC(C(=O)OC2CC(=O)NC(C(=O)NC(CSSCCC=C2)C(=O)N1)C(C)C)C(C)C. Drug 2: C1=NNC2=C1C(=O)NC=N2. Cell line: PC-3. Synergy scores: CSS=24.5, Synergy_ZIP=-2.92, Synergy_Bliss=-3.64, Synergy_Loewe=-2.25, Synergy_HSA=-2.04. (6) Drug 1: CN(CC1=CN=C2C(=N1)C(=NC(=N2)N)N)C3=CC=C(C=C3)C(=O)NC(CCC(=O)O)C(=O)O. Drug 2: C1C(C(OC1N2C=NC3=C(N=C(N=C32)Cl)N)CO)O. Cell line: HS 578T. Synergy scores: CSS=10.9, Synergy_ZIP=-10.5, Synergy_Bliss=-6.97, Synergy_Loewe=-19.2, Synergy_HSA=-8.00. (7) Drug 1: CCCS(=O)(=O)NC1=C(C(=C(C=C1)F)C(=O)C2=CNC3=C2C=C(C=N3)C4=CC=C(C=C4)Cl)F. Drug 2: C1CC(=O)NC(=O)C1N2C(=O)C3=CC=CC=C3C2=O. Cell line: BT-549. Synergy scores: CSS=7.59, Synergy_ZIP=8.61, Synergy_Bliss=9.67, Synergy_Loewe=7.75, Synergy_HSA=7.29. (8) Drug 1: CCC1=CC2CC(C3=C(CN(C2)C1)C4=CC=CC=C4N3)(C5=C(C=C6C(=C5)C78CCN9C7C(C=CC9)(C(C(C8N6C)(C(=O)OC)O)OC(=O)C)CC)OC)C(=O)OC.C(C(C(=O)O)O)(C(=O)O)O. Drug 2: CC1=C(C=C(C=C1)NC(=O)C2=CC=C(C=C2)CN3CCN(CC3)C)NC4=NC=CC(=N4)C5=CN=CC=C5. Cell line: U251. Synergy scores: CSS=31.3, Synergy_ZIP=0.723, Synergy_Bliss=3.12, Synergy_Loewe=-30.2, Synergy_HSA=4.31.